This data is from Catalyst prediction with 721,799 reactions and 888 catalyst types from USPTO. The task is: Predict which catalyst facilitates the given reaction. (1) Reactant: O1CCCCC1[O:7][CH2:8][CH2:9][CH2:10][C:11]1[CH:12]=[C:13]2[C:17](=[CH:18][CH:19]=1)[C:16](=[O:20])[O:15][CH2:14]2. Product: [OH:7][CH2:8][CH2:9][CH2:10][C:11]1[CH:12]=[C:13]2[C:17](=[CH:18][CH:19]=1)[C:16](=[O:20])[O:15][CH2:14]2. The catalyst class is: 5. (2) Product: [CH:8]1([CH2:14][O:15][C:16]2[CH:17]=[C:18]([CH:32]=[CH:33][CH:34]=2)[C:19]([NH:21][C:22]2[CH:27]=[CH:26][CH:25]=[CH:24][C:23]=2[S:28]([NH:29][C:1](=[O:3])[CH3:2])(=[O:31])=[O:30])=[O:20])[CH2:13][CH2:12][CH2:11][CH2:10][CH2:9]1. Reactant: [C:1](OC(=O)C)(=[O:3])[CH3:2].[CH:8]1([CH2:14][O:15][C:16]2[CH:17]=[C:18]([CH:32]=[CH:33][CH:34]=2)[C:19]([NH:21][C:22]2[CH:27]=[CH:26][CH:25]=[CH:24][C:23]=2[S:28](=[O:31])(=[O:30])[NH2:29])=[O:20])[CH2:13][CH2:12][CH2:11][CH2:10][CH2:9]1. The catalyst class is: 367. (3) Reactant: [CH3:1][O:2][C:3]([CH:5]1[CH2:10][N:9]([C:11](=[O:20])[CH2:12][O:13][C:14]2[S:15][C:16]([Cl:19])=[CH:17][CH:18]=2)[CH2:8][C:7](=[O:21])[N:6]1[CH2:22][C:23]1[CH:28]=C[C:26](C#N)=[C:25](N)[CH:24]=1)=[O:4].[N:32]1[CH:37]=[N:36][CH:35]=[N:34][CH:33]=1.CC(O)=O. Product: [CH3:1][O:2][C:3]([CH:5]1[CH2:10][N:9]([C:11](=[O:20])[CH2:12][O:13][C:14]2[S:15][C:16]([Cl:19])=[CH:17][CH:18]=2)[CH2:8][C:7](=[O:21])[N:6]1[CH2:22][C:23]1[CH:28]=[C:33]2[C:26]([C:37]([NH2:32])=[N:36][CH:35]=[N:34]2)=[CH:25][CH:24]=1)=[O:4]. The catalyst class is: 14. (4) Reactant: [CH2:1]([O:8][C:9]([NH:11][C@@H:12]([CH:17]1[CH2:22][CH2:21][C:20]([F:24])([F:23])[CH2:19][CH2:18]1)[C:13]([O:15]C)=[O:14])=[O:10])[C:2]1[CH:7]=[CH:6][CH:5]=[CH:4][CH:3]=1.C1COCC1.O.[OH-].[Li+].Cl. Product: [CH2:1]([O:8][C:9]([NH:11][C@@H:12]([CH:17]1[CH2:18][CH2:19][C:20]([F:23])([F:24])[CH2:21][CH2:22]1)[C:13]([OH:15])=[O:14])=[O:10])[C:2]1[CH:3]=[CH:4][CH:5]=[CH:6][CH:7]=1. The catalyst class is: 6. (5) Reactant: [CH2:1]([NH:8][CH2:9][CH2:10][C:11]1[CH:16]=[CH:15][C:14]([OH:17])=[CH:13][CH:12]=1)[C:2]1[CH:7]=[CH:6][CH:5]=[CH:4][CH:3]=1.[C:18](O[C:18]([O:20][C:21]([CH3:24])([CH3:23])[CH3:22])=[O:19])([O:20][C:21]([CH3:24])([CH3:23])[CH3:22])=[O:19]. Product: [C:21]([O:20][C:18](=[O:19])[N:8]([CH2:1][C:2]1[CH:3]=[CH:4][CH:5]=[CH:6][CH:7]=1)[CH2:9][CH2:10][C:11]1[CH:12]=[CH:13][C:14]([OH:17])=[CH:15][CH:16]=1)([CH3:24])([CH3:23])[CH3:22]. The catalyst class is: 1.